From a dataset of Peptide-MHC class II binding affinity with 134,281 pairs from IEDB. Regression. Given a peptide amino acid sequence and an MHC pseudo amino acid sequence, predict their binding affinity value. This is MHC class II binding data. (1) The peptide sequence is INLIIHYVHRAGALG. The MHC is DRB1_0901 with pseudo-sequence DRB1_0901. The binding affinity (normalized) is 0.748. (2) The peptide sequence is IGCAMLHWSLILPGI. The MHC is DRB3_0202 with pseudo-sequence DRB3_0202. The binding affinity (normalized) is 0. (3) The peptide sequence is LYKYKVVKIEPLGVAPTKAK. The MHC is DRB1_0405 with pseudo-sequence DRB1_0405. The binding affinity (normalized) is 0.569. (4) The peptide sequence is FLNFLEANGLNAIDF. The MHC is DRB1_1201 with pseudo-sequence DRB1_1201. The binding affinity (normalized) is 0.583. (5) The peptide sequence is PADKYKTLEAAFTVS. The MHC is DRB1_1201 with pseudo-sequence DRB1_1201. The binding affinity (normalized) is 0.153. (6) The peptide sequence is PQPELPYPQPQLPY. The MHC is DRB5_0101 with pseudo-sequence DRB5_0101. The binding affinity (normalized) is 0.